This data is from CYP2C9 inhibition data for predicting drug metabolism from PubChem BioAssay. The task is: Regression/Classification. Given a drug SMILES string, predict its absorption, distribution, metabolism, or excretion properties. Task type varies by dataset: regression for continuous measurements (e.g., permeability, clearance, half-life) or binary classification for categorical outcomes (e.g., BBB penetration, CYP inhibition). Dataset: cyp2c9_veith. (1) The molecule is CS(=O)(=O)N1CCCC(C(=O)N2CCc3ccccc3C2)C1. The result is 0 (non-inhibitor). (2) The molecule is COCCNC(=O)COc1ccc(OCCNC[C@@H](O)COc2ccccc2)cc1. The result is 0 (non-inhibitor).